From a dataset of Forward reaction prediction with 1.9M reactions from USPTO patents (1976-2016). Predict the product of the given reaction. (1) Given the reactants [CH:1]1([C:6]2[CH:7]=[C:8]([CH:12]=[C:13]([O:15][CH3:16])[N:14]=2)[C:9]([OH:11])=O)[CH2:5][CH2:4][CH2:3][CH2:2]1.[Cl:17][C:18]1[CH:19]=[C:20]([CH:25]=[C:26]([O:35][CH3:36])[C:27]=1[O:28][CH2:29][CH:30](OC)OC)[C:21](=[NH:24])[NH:22]O.[NH2:37][CH2:38][C:39]([O:41]CC)=[O:40], predict the reaction product. The product is: [Cl:17][C:18]1[CH:19]=[C:20]([C:21]2[N:22]=[C:9]([C:8]3[CH:12]=[C:13]([O:15][CH3:16])[N:14]=[C:6]([CH:1]4[CH2:2][CH2:3][CH2:4][CH2:5]4)[CH:7]=3)[O:11][N:24]=2)[CH:25]=[C:26]([O:35][CH3:36])[C:27]=1[O:28][CH2:29][CH2:30][NH:37][CH2:38][C:39]([OH:41])=[O:40]. (2) Given the reactants [Br:1]Br.[F:3][C:4]1[CH:5]=[CH:6][C:7]([O:12][CH3:13])=[C:8]([CH:11]=1)[C:9]#[N:10].OS([O-])=O.[Na+], predict the reaction product. The product is: [Br:1][C:6]1[C:7]([O:12][CH3:13])=[C:8]([CH:11]=[C:4]([F:3])[CH:5]=1)[C:9]#[N:10].